The task is: Predict the product of the given reaction.. This data is from Forward reaction prediction with 1.9M reactions from USPTO patents (1976-2016). (1) The product is: [OH:6][C@@H:5]([CH2:4][OH:3])[CH2:7][N:8]1[CH:12]=[CH:11][C:10]([NH:13][C:14]([CH:16]2[CH:20]([C:21]3[CH:26]=[CH:25][CH:24]=[C:23]([Cl:27])[CH:22]=3)[C:19]([C:30]3[CH:31]=[CH:32][C:33]([Cl:36])=[CH:34][CH:35]=3)([C:28]#[N:29])[CH:18]([CH2:37][C:38]([CH3:39])([CH3:40])[CH3:41])[NH:17]2)=[O:15])=[N:9]1. Given the reactants CC1(C)[O:6][C@H:5]([CH2:7][N:8]2[CH:12]=[CH:11][C:10]([NH:13][C:14]([CH:16]3[CH:20]([C:21]4[CH:26]=[CH:25][CH:24]=[C:23]([Cl:27])[CH:22]=4)[C:19]([C:30]4[CH:35]=[CH:34][C:33]([Cl:36])=[CH:32][CH:31]=4)([C:28]#[N:29])[CH:18]([CH2:37][C:38]([CH3:41])([CH3:40])[CH3:39])[NH:17]3)=[O:15])=[N:9]2)[CH2:4][O:3]1.C1(C)C=CC(S(O)(=O)=O)=CC=1.[NH+]1C=CC=CC=1, predict the reaction product. (2) Given the reactants C([O:4][C@@H:5]1[C@@H:10]([O:11]C(=O)C)[C@H:9]([O:15]C(=O)C)[C@@H:8]([O:19][CH3:20])[O:7][C@H:6]1[C:21]1[CH:26]=[CH:25][C:24]([Cl:27])=[C:23]([CH2:28][C:29]2[CH:38]=[CH:37][C:32]3[O:33][CH2:34][CH2:35][O:36][C:31]=3[CH:30]=2)[CH:22]=1)(=O)C.C[O-].[Na+], predict the reaction product. The product is: [Cl:27][C:24]1[CH:25]=[CH:26][C:21]([C@H:6]2[C@H:5]([OH:4])[C@@H:10]([OH:11])[C@H:9]([OH:15])[C@@H:8]([O:19][CH3:20])[O:7]2)=[CH:22][C:23]=1[CH2:28][C:29]1[CH:38]=[CH:37][C:32]2[O:33][CH2:34][CH2:35][O:36][C:31]=2[CH:30]=1. (3) Given the reactants [F:1][C:2]1[CH:3]=[C:4]([C:8]2[NH:12][N:11]=[C:10]([C:13]([F:16])([F:15])[F:14])[CH:9]=2)[CH:5]=[CH:6][CH:7]=1.C1C(=O)N([Cl:24])C(=O)C1, predict the reaction product. The product is: [Cl:24][C:9]1[C:10]([C:13]([F:14])([F:15])[F:16])=[N:11][NH:12][C:8]=1[C:4]1[CH:5]=[CH:6][CH:7]=[C:2]([F:1])[CH:3]=1. (4) Given the reactants [CH3:1][N:2]([CH2:13][C:14]1[N:18]([CH2:19][CH:20]2[CH2:24][CH2:23][N:22](C(OC(C)(C)C)=O)[CH2:21]2)[C:17]2[CH:32]=[CH:33][CH:34]=[CH:35][C:16]=2[N:15]=1)[CH:3]1[C:12]2[N:11]=[CH:10][CH:9]=[CH:8][C:7]=2[CH2:6][CH2:5][CH2:4]1.[ClH:36].O1CCOCC1, predict the reaction product. The product is: [CH3:1][N:2]([CH2:13][C:14]1[N:18]([CH2:19][CH:20]2[CH2:24][CH2:23][NH:22][CH2:21]2)[C:17]2[CH:32]=[CH:33][CH:34]=[CH:35][C:16]=2[N:15]=1)[CH:3]1[C:12]2[N:11]=[CH:10][CH:9]=[CH:8][C:7]=2[CH2:6][CH2:5][CH2:4]1.[ClH:36].[CH3:1][N:2]([CH2:13][C:14]1[N:18]([CH2:19][CH:20]2[CH2:24][CH2:23][NH:22][CH2:21]2)[C:17]2[CH:32]=[CH:33][CH:34]=[CH:35][C:16]=2[N:15]=1)[CH:3]1[C:12]2[N:11]=[CH:10][CH:9]=[CH:8][C:7]=2[CH2:6][CH2:5][CH2:4]1.